Predict which catalyst facilitates the given reaction. From a dataset of Catalyst prediction with 721,799 reactions and 888 catalyst types from USPTO. (1) The catalyst class is: 9. Reactant: [CH3:1][O:2][C:3](=[O:13])[C@@H:4]([NH2:12])[CH2:5][CH:6]1[CH2:11][CH2:10][CH2:9][CH2:8][CH2:7]1.C(N(CC)C(C)C)(C)C.C([O:25][C:26](=O)/[CH:27]=[C:28](/[O:31][C:32]1[CH:37]=[CH:36][CH:35]=[CH:34][C:33]=1[O:38][CH:39]([CH3:41])[CH3:40])\[CH2:29]Br)C. Product: [CH3:1][O:2][C:3](=[O:13])[C@@H:4]([N:12]1[CH2:29][C:28]([O:31][C:32]2[CH:37]=[CH:36][CH:35]=[CH:34][C:33]=2[O:38][CH:39]([CH3:40])[CH3:41])=[CH:27][C:26]1=[O:25])[CH2:5][CH:6]1[CH2:11][CH2:10][CH2:9][CH2:8][CH2:7]1. (2) Reactant: [Br:1][C:2]1[CH:7]=[C:6]([C:8]([F:11])([F:10])[F:9])[CH:5]=[CH:4][C:3]=1[OH:12].[CH3:13][O:14][C:15](=[O:35])[CH2:16][CH2:17][C:18]1[CH:23]=[CH:22][C:21]([O:24][CH2:25][CH2:26][C@@H:27](OS(C)(=O)=O)[CH3:28])=[CH:20][C:19]=1[CH3:34].C([O-])([O-])=O.[Cs+].[Cs+].Cl. Product: [CH3:13][O:14][C:15](=[O:35])[CH2:16][CH2:17][C:18]1[CH:23]=[CH:22][C:21]([O:24][CH2:25][CH2:26][C@H:27]([O:12][C:3]2[CH:4]=[CH:5][C:6]([C:8]([F:10])([F:11])[F:9])=[CH:7][C:2]=2[Br:1])[CH3:28])=[CH:20][C:19]=1[CH3:34]. The catalyst class is: 18.